From a dataset of Peptide-MHC class II binding affinity with 134,281 pairs from IEDB. Regression. Given a peptide amino acid sequence and an MHC pseudo amino acid sequence, predict their binding affinity value. This is MHC class II binding data. (1) The peptide sequence is VKLRRSSAAQVDGFY. The MHC is DRB3_0202 with pseudo-sequence DRB3_0202. The binding affinity (normalized) is 0.651. (2) The peptide sequence is LVLDFCDDALIEGIT. The MHC is DRB3_0202 with pseudo-sequence DRB3_0202. The binding affinity (normalized) is 0.555.